Dataset: Reaction yield outcomes from USPTO patents with 853,638 reactions. Task: Predict the reaction yield, written as a fraction of the theoretical maximum amount of product (1.0 means a 100% yield; for example, 0.34 means a 34% yield). (1) The reactants are [OH:1][CH2:2][CH2:3][O:4][CH2:5][CH2:6][Cl:7].[CH2:8]([N:10]([CH3:12])[CH3:11])[CH3:9].[OH-].[Na+]. The catalyst is O. The product is [Cl-:7].[CH2:8]([N+:10]([CH2:6][CH2:5][O:4][CH2:3][CH2:2][OH:1])([CH3:12])[CH3:11])[CH3:9]. The yield is 0.910. (2) The reactants are Br[C:2]1[CH:3]=[C:4]2[C:8](=[CH:9][CH:10]=1)[NH:7][C:6](=[O:11])[CH2:5]2.C(O)C.C(=O)([O-])[O-].[Na+].[Na+].[C:21]1(B(O)O)[CH:26]=[CH:25][CH:24]=[CH:23][CH:22]=1. The catalyst is C1(C)C=CC=CC=1.C(OCC)(=O)C.C1C=CC([P]([Pd]([P](C2C=CC=CC=2)(C2C=CC=CC=2)C2C=CC=CC=2)([P](C2C=CC=CC=2)(C2C=CC=CC=2)C2C=CC=CC=2)[P](C2C=CC=CC=2)(C2C=CC=CC=2)C2C=CC=CC=2)(C2C=CC=CC=2)C2C=CC=CC=2)=CC=1.ClCCl. The product is [C:21]1([C:2]2[CH:3]=[C:4]3[C:8](=[CH:9][CH:10]=2)[NH:7][C:6](=[O:11])[CH2:5]3)[CH:26]=[CH:25][CH:24]=[CH:23][CH:22]=1. The yield is 0.770. (3) The reactants are [CH2:1]([N:3]1[C:12]2[C:7](=[CH:8][C:9]([N+:13]([O-:15])=[O:14])=[CH:10][CH:11]=2)[C:6](=[O:16])[NH:5][C:4]1=[O:17])[CH3:2].[H-].[Na+].Cl[CH2:21][S:22][CH3:23]. The catalyst is CN(C=O)C. The product is [CH2:1]([N:3]1[C:12]2[C:7](=[CH:8][C:9]([N+:13]([O-:15])=[O:14])=[CH:10][CH:11]=2)[C:6](=[O:16])[N:5]([CH2:21][S:22][CH3:23])[C:4]1=[O:17])[CH3:2]. The yield is 0.796. (4) The reactants are [Cl:1][C:2]1[CH:7]=[CH:6][C:5]([S:8](Cl)(=[O:10])=[O:9])=[CH:4][C:3]=1[N+:12]([O-:14])=[O:13].[NH:15]1[CH2:21][CH2:20][CH2:19][CH2:18][C:17]2[CH:22]=[CH:23][CH:24]=[CH:25][C:16]1=2.C(N(C(C)C)CC)(C)C.O. The catalyst is C(Cl)Cl. The product is [N+:12]([C:3]1[CH:4]=[C:5]([S:8]([N:15]2[CH2:21][CH2:20][CH2:19][CH2:18][C:17]3[CH:22]=[CH:23][CH:24]=[CH:25][C:16]2=3)(=[O:10])=[O:9])[CH:6]=[CH:7][C:2]=1[Cl:1])([O-:14])=[O:13]. The yield is 0.850. (5) The reactants are [H-].[Na+].[C:3]([O:7][C:8]([N:10]1[CH2:26][CH2:25][C:13]2([N:17]([C:18]3[CH:23]=[CH:22][CH:21]=[CH:20][CH:19]=3)[CH2:16][NH:15][C:14]2=[O:24])[CH2:12][CH2:11]1)=[O:9])([CH3:6])([CH3:5])[CH3:4].[H-].[H][H].[CH2:44](C(Br)CCOCCC(Br)[CH2:44][C:45]1[CH:50]=[CH:49][CH:48]=[CH:47][CH:46]=1)[C:45]1[CH:50]=[CH:49][CH:48]=[CH:47][CH:46]=1. The catalyst is CN(C=O)C. The product is [C:8]([N:10]1[CH2:11][CH2:12][C:13]2([N:17]([C:18]3[CH:23]=[CH:22][CH:21]=[CH:20][CH:19]=3)[CH2:16][N:15]([CH2:12][CH2:13][CH2:14][O:24][CH2:44][C:45]3[CH:46]=[CH:47][CH:48]=[CH:49][CH:50]=3)[C:14]2=[O:24])[CH2:25][CH2:26]1)([O:7][C:3]([CH3:6])([CH3:4])[CH3:5])=[O:9]. The yield is 0.890. (6) The reactants are [NH4+].[Cl-].[NH:3]1[C:11]2[C:6](=[CH:7][CH:8]=[CH:9][CH:10]=2)[C:5]([C:12]2[CH:17]=[CH:16][N:15]=[C:14]([NH:18][C:19]3[CH:24]=[C:23]([N+:25]([O-])=O)[C:22]([N:28]4[CH2:33][CH2:32][N:31]([CH3:34])[CH2:30][CH2:29]4)=[CH:21][C:20]=3[O:35][CH3:36])[N:13]=2)=[CH:4]1. The catalyst is O.C(O)C.[Fe]. The product is [NH:3]1[C:11]2[C:6](=[CH:7][CH:8]=[CH:9][CH:10]=2)[C:5]([C:12]2[CH:17]=[CH:16][N:15]=[C:14]([NH:18][C:19]3[CH:24]=[C:23]([NH2:25])[C:22]([N:28]4[CH2:33][CH2:32][N:31]([CH3:34])[CH2:30][CH2:29]4)=[CH:21][C:20]=3[O:35][CH3:36])[N:13]=2)=[CH:4]1. The yield is 0.940. (7) The reactants are [CH2:1]([O:8][C:9]1[C:14]([N+:15]([O-])=O)=[CH:13][CH:12]=[CH:11][N:10]=1)[C:2]1[CH:7]=[CH:6][CH:5]=[CH:4][CH:3]=1. The catalyst is C(OCCCC)(=O)C.[Pt]. The product is [CH2:1]([O:8][C:9]1[C:14]([NH2:15])=[CH:13][CH:12]=[CH:11][N:10]=1)[C:2]1[CH:3]=[CH:4][CH:5]=[CH:6][CH:7]=1. The yield is 0.950.